This data is from hERG potassium channel inhibition data for cardiac toxicity prediction from Karim et al.. The task is: Regression/Classification. Given a drug SMILES string, predict its toxicity properties. Task type varies by dataset: regression for continuous values (e.g., LD50, hERG inhibition percentage) or binary classification for toxic/non-toxic outcomes (e.g., AMES mutagenicity, cardiotoxicity, hepatotoxicity). Dataset: herg_karim. (1) The compound is O=C1OCCN1C1CCN(Cc2ccc(Oc3nc4ccccc4s3)cc2)CC1. The result is 0 (non-blocker). (2) The result is 0 (non-blocker). The molecule is CC(C)(C)c1cc(-c2nnc(SCc3ccc(Cl)c(Cl)c3)s2)cc(C(C)(C)C)c1O. (3) The compound is CC(c1nc(-c2ccc(S(C)(=O)=O)cc2Cl)no1)C(N)C(=O)N1CCCC1. The result is 0 (non-blocker). (4) The compound is COc1cccc2c1OC(c1ccc(OCCCN3CCCC(C)C3)cc1)C(C)S2(=O)=O. The result is 1 (blocker). (5) The molecule is O=C(N[C@H]1CC[C@H](C(=O)O)CC1)[C@H](C1CCCCC1)n1c(-c2ccc(Cl)cc2)nc2cc(F)c(F)cc21. The result is 1 (blocker). (6) The drug is O=C(O)CC1CCC2(CCN(c3ccc(-c4nc5cc(C(F)(F)F)ccc5[nH]4)cn3)CC2)OC1. The result is 1 (blocker).